Task: Predict which catalyst facilitates the given reaction.. Dataset: Catalyst prediction with 721,799 reactions and 888 catalyst types from USPTO (1) Reactant: [Br:1][C:2]1[CH:9]=[CH:8][C:5]([CH:6]=[O:7])=[CH:4][C:3]=1[C:10]([F:13])([F:12])[F:11].[C-]#N.[Na+].[C:17](#[N:20])[CH:18]=[CH2:19]. Product: [Br:1][C:2]1[CH:9]=[CH:8][C:5]([C:6](=[O:7])[CH2:19][CH2:18][C:17]#[N:20])=[CH:4][C:3]=1[C:10]([F:11])([F:12])[F:13]. The catalyst class is: 3. (2) The catalyst class is: 7. Reactant: II.[Mg].Br[CH2:5][CH2:6][C:7]1[S:8][CH:9]=[CH:10][CH:11]=1.[CH3:12][CH:13]([CH3:17])[CH2:14][CH:15]=[O:16].Cl. Product: [CH3:12][CH:13]([CH3:17])[CH2:14][CH:15]([OH:16])[CH2:5][CH2:6][C:7]1[S:8][CH:9]=[CH:10][CH:11]=1. (3) Reactant: Br[C:2]1[CH:7]=[CH:6][N:5]=[C:4]([O:8][CH3:9])[CH:3]=1.[C:10]1(/[CH:16]=[CH:17]/B(O)O)[CH:15]=[CH:14][CH:13]=[CH:12][CH:11]=1.C([O-])([O-])=O.[K+].[K+]. Product: [CH3:9][O:8][C:4]1[CH:3]=[C:2](/[CH:17]=[CH:16]/[C:10]2[CH:15]=[CH:14][CH:13]=[CH:12][CH:11]=2)[CH:7]=[CH:6][N:5]=1. The catalyst class is: 16. (4) Reactant: [CH2:1]([N:4]1[C@H:9]([CH3:10])[CH2:8][N:7]([C@@H:11]([C:30]2[CH:35]=[CH:34][CH:33]=[C:32]([OH:36])[CH:31]=2)[C:12]2[CH:13]=[C:14]([C:18]([N:20]3[CH2:29][CH2:28][C:23]4(OCC[O:24]4)[CH2:22][CH2:21]3)=[O:19])[CH:15]=[CH:16][CH:17]=2)[C@@H:6]([CH3:37])[CH2:5]1)[CH:2]=[CH2:3].C(O)C.S(=O)(=O)(O)O. The catalyst class is: 96. Product: [OH-:19].[NH4+:4].[CH2:1]([N:4]1[C@H:9]([CH3:10])[CH2:8][N:7]([C@@H:11]([C:30]2[CH:35]=[CH:34][CH:33]=[C:32]([OH:36])[CH:31]=2)[C:12]2[CH:13]=[C:14]([CH:15]=[CH:16][CH:17]=2)[C:18]([N:20]2[CH2:29][CH2:28][C:23](=[O:24])[CH2:22][CH2:21]2)=[O:19])[C@@H:6]([CH3:37])[CH2:5]1)[CH:2]=[CH2:3]. (5) Reactant: [Cl:1][C:2]1[C:3]([O:12][C:13]2[CH:18]=[C:17]([O:19][CH2:20][CH2:21][O:22][CH3:23])[CH:16]=[CH:15][C:14]=2[CH2:24][CH2:25][CH2:26][NH2:27])=[N:4][CH:5]=[C:6]([C:8]([F:11])([F:10])[F:9])[CH:7]=1.C(N(CC)CC)C.[CH3:35][S:36](Cl)(=[O:38])=[O:37].[Cl-].[NH4+]. Product: [Cl:1][C:2]1[C:3]([O:12][C:13]2[CH:18]=[C:17]([O:19][CH2:20][CH2:21][O:22][CH3:23])[CH:16]=[CH:15][C:14]=2[CH2:24][CH2:25][CH2:26][NH:27][S:36]([CH3:35])(=[O:38])=[O:37])=[N:4][CH:5]=[C:6]([C:8]([F:9])([F:11])[F:10])[CH:7]=1. The catalyst class is: 13. (6) The catalyst class is: 27. Product: [C:7]1([N:13]([C:29]2[CH:34]=[CH:33][CH:32]=[CH:31][CH:30]=2)[C:14]([N:15]([C:22]2[CH:27]=[CH:26][CH:25]=[CH:24][CH:23]=2)[C:16]2[CH:21]=[CH:20][CH:19]=[CH:18][CH:17]=2)=[NH:35])[CH:12]=[CH:11][CH:10]=[CH:9][CH:8]=1. Reactant: C(Cl)(=O)C(Cl)=O.[C:7]1([N:13]([C:29]2[CH:34]=[CH:33][CH:32]=[CH:31][CH:30]=2)[C:14](=O)[N:15]([C:22]2[CH:27]=[CH:26][CH:25]=[CH:24][CH:23]=2)[C:16]2[CH:21]=[CH:20][CH:19]=[CH:18][CH:17]=2)[CH:12]=[CH:11][CH:10]=[CH:9][CH:8]=1.[NH3:35].CO. (7) Reactant: [CH:1]([C:3]1[CH:12]=[CH:11][CH:10]=[C:9]2[C:4]=1[CH2:5][CH2:6][C:7]1[N:8]2[CH:13]=[N:14][C:15]=1/[CH:16]=[C:17]1/[C:18](=[O:30])[N:19]([C:23]([O:25][C:26]([CH3:29])([CH3:28])[CH3:27])=[O:24])[CH2:20][CH2:21][CH2:22]/1)=[CH2:2]. Product: [CH2:1]([C:3]1[CH:12]=[CH:11][CH:10]=[C:9]2[C:4]=1[CH2:5][CH2:6][C:7]1[N:8]2[CH:13]=[N:14][C:15]=1[CH2:16][CH:17]1[CH2:22][CH2:21][CH2:20][N:19]([C:23]([O:25][C:26]([CH3:29])([CH3:28])[CH3:27])=[O:24])[C:18]1=[O:30])[CH3:2]. The catalyst class is: 312. (8) Reactant: [OH-].[K+].[CH3:3][C:4]1([CH3:32])[CH2:9][CH2:8][CH2:7][N:6]([C:10]2[C:30]([F:31])=[CH:29][C:13]3[C:14]4[C:15](=[O:28])[C:16]([C:23]([O:25]CC)=[O:24])=[CH:17][N:18]([CH3:22])[C:19]=4[CH:20]=[N:21][C:12]=3[CH:11]=2)[CH2:5]1.Cl. Product: [CH3:3][C:4]1([CH3:32])[CH2:9][CH2:8][CH2:7][N:6]([C:10]2[C:30]([F:31])=[CH:29][C:13]3[C:14]4[C:15](=[O:28])[C:16]([C:23]([OH:25])=[O:24])=[CH:17][N:18]([CH3:22])[C:19]=4[CH:20]=[N:21][C:12]=3[CH:11]=2)[CH2:5]1. The catalyst class is: 40. (9) Reactant: CC(C)(C)C([O:5][C:6]1[CH:7]=[C:8]([CH:24]=[CH:25][CH:26]=1)[CH:9]=[C:10]1[CH2:15][CH2:14][N:13]([C:16]([O:18][C:19]([CH3:22])([CH3:21])[CH3:20])=[O:17])[CH2:12][CH:11]1[CH3:23])=O.[H-].[Al+3].[Li+].[H-].[H-].[H-]. Product: [OH:5][C:6]1[CH:7]=[C:8]([CH:24]=[CH:25][CH:26]=1)[CH:9]=[C:10]1[CH2:15][CH2:14][N:13]([C:16]([O:18][C:19]([CH3:20])([CH3:21])[CH3:22])=[O:17])[CH2:12][CH:11]1[CH3:23]. The catalyst class is: 1.